From a dataset of Experimentally validated miRNA-target interactions with 360,000+ pairs, plus equal number of negative samples. Binary Classification. Given a miRNA mature sequence and a target amino acid sequence, predict their likelihood of interaction. (1) The miRNA is hsa-miR-3943 with sequence UAGCCCCCAGGCUUCACUUGGCG. The protein sequence of the target gene is MQSQRIPGRKRGRPSLHSTPMKMAVHNLYSASAGSLPAVKIPKKRGRKPGYKIKSRVLMTPLALSPPRSTPEPDLSSIPQDAATVPSLAAPQALTVCLYINKQANAGPYLERKKVQQLPEHFGPERPSAVLQQAVQACIDCAHQQKLVFSLVKQGYGGEMVSVSASFDGKQHLRSLPVVNSIGYVLRFLAKLCRSLLCDDLFSHQPFPRGCSASEKVQEKEEGRMESVKTVTTEEYLVNPVGMNRYSVDTSASTFNHRGSLHPSSSLYCKRQNSGDSHLGGGPAATAGGPRTSPMSSGGP.... Result: 0 (no interaction). (2) The miRNA is hsa-miR-7108-3p with sequence ACCCGCCCGUCUCCCCACAG. The protein sequence of the target gene is MMHQIYSCSDENIEVFTTVIPSKVSSPARRRAKSSQHLLTKNVVIESDLYTHQPLELLPHRGDRRDPGDRRRFGRLQTARPPTAHPAKASARPVGISEPKTSNLCGNRAYGKSLIPPVPRISVKTSASASLEATAMGTEKGAVLMRGSRHLKKMTEEYPALPQGAEASLPLTGSASCGVPGILRKMWTRHKKKSEYVGATNSAFEAD. Result: 0 (no interaction). (3) The miRNA is hsa-miR-1301-5p with sequence CGCUCUAGGCACCGCAGCA. The protein sequence of the target gene is MAWRPGERGAPASRPRLALLLLLLLLPLPSGAWYKHVASPRYHTVGRAAGLLMGLRRSPYLWRRALRAAAGPLARDTLSPEPAAREAPLLLPSWVQELWETRRRSSQAGIPVRAPRSPRAPEPALEPESLDFSGAGQRLRRDVSRPAVDPAANRLGLPCLAPGPF. Result: 0 (no interaction). (4) The miRNA is mmu-miR-410-3p with sequence AAUAUAACACAGAUGGCCUGU. The protein sequence of the target gene is MAMRELNADSCSSPQMGAMWETSGSVKENSSQSKKYSTKIENLGPESACRHFWSFRYHEATGPLETISQLQKLCHQWLRPEIHSKEQILEMLVLEQFLSILPKETQNWVQKHHPQNVKQALVLVEFLQREPDGTKNEVTAHELGKEAVLLGGTAVAPGFKWKPAEPQPMGVFQKEYWNTYRVLQEQLGWNTHKETQPVYERAVHDQQMLALSEQKRIKHWKMASKLILPESLSLLTFEDVAVYFSEEEWQLLNPLEKTLYNDVMQDIYETVISLGLKLKNDTGNDHPISVSTSEIQTSGC.... Result: 0 (no interaction). (5) The miRNA is hsa-miR-455-5p with sequence UAUGUGCCUUUGGACUACAUCG. The protein sequence of the target gene is MDSSSFIQFDVPEYSSTVLSQLNELRLQGKLCDIIVHIQGQPFRAHKAVLAASSPYFRDHSALSTMSGLSISVIKNPNVFEQLLSFCYTGRMSLQLKDVVSFLTAASFLQMQCVIDKCTQILESIHSKISVGDVDSVTVGAEENPESRNGVKDSSFFANPVEISPPYCSQGRQPTASSDLRMETTPSKALRSRLQEEGHSDRGSSGSVSEYEIQIEGDHEQGDLLVRESQITEVKVKMEKSDRPSCSDSSSLGDDGYHTEMVDGEQVVAVNVGSYGSVLQHAYSYSQAASQPTNVSEAFG.... Result: 1 (interaction). (6) The miRNA is hsa-miR-7973 with sequence UGUGACCCUAGAAUAAUUAC. The protein sequence of the target gene is MPNTAMKKKVLLMGKSGSGKTSMRSIIFANYIARDTRRLGATIDVEHSHVRFLGNLVLNLWDCGGQDTFMENYFTSQRDNIFRNVEVLIYVFDVESRELEKDMHYYQSCLEAILQNSPDAKIFCLVHKMDLVQEDQRDLIFKEREEDLRRLSRPLECACFRTSIWDETLYKAWSSIVYQLIPNVQQLEMNLRNFAQIIEADEVLLFERATFLVISHYQCKEQRDVHRFEKISNIIKQFKLSCSKLAASFQSMEVRNSNFAAFIDIFTSNTYVMVVMSDPSIPSAATLINIRNARKHFEKL.... Result: 0 (no interaction).